This data is from Drug-target binding data from BindingDB using IC50 measurements. The task is: Regression. Given a target protein amino acid sequence and a drug SMILES string, predict the binding affinity score between them. We predict pIC50 (pIC50 = -log10(IC50 in M); higher means more potent). Dataset: bindingdb_ic50. (1) The compound is C=CC(=O)Oc1ccc(CCCCCC)cc1. The target protein sequence is EEMIRSLQQRPEPTPEEWDLIHIATEAHRSTNAQGSHWKQRRKFLPDDIGQSPIVSMPDGDKVDLEAFSEFTKIITPAITRVVDFAKKLPMFSELPCEDQIILLKGCCMEIMSLRAAVRYDPESDTLTLSGEMAVKREQLKNGGLGVVSDAIFELGKSLSAFNLDDTEVALLQAVLLMSTDRSGLLCVDKIEKSQEAYLLAFEHYVNHRKHNIPHFWPKLLMKEREVQSSILYKGAAAEGRPGGSLGVHPEGQQLLGMHVVQV. The pIC50 is 4.3. (2) The drug is CCCCCC/C=C\CCCCCCCCCc1cccc(O)c1C(=O)O. The target protein (P12276) has sequence MEDVVIAGIAGKLPESENLQEFWENLLNGVDMVTEDDRRWKPGIYGLPKRNGKLKDIKKFDASFFGVHPKQAHTMDPQLRLLLEVSYEAILDGGINPTALRGTDTGVWVGASGSEALEALSQDPEELLGYSMTGCQRAMLANRISYFYDFTGPSLTIDTACSSSLMALENAYKAIRHGQCSAALVGGVNILLKPNTSVQFMKLGMLSPDGACKAFDVSGNGYCRSEAVVVVLLTKKSMAKRVYATIVNAGSNTDGFKEQGVTFPSGEMQQQLVGSLYRECGIKPGDVEYVEAHGTGTKVGDPQEVNGIVNVFCQCEREPLLIGSTKSNMGHPEPASGLAALAKVILSLEHGLWAPNLHFNDPNPDIPALHDGSLKVVCKPTPVKGGLVSINSFGFGGSNAHVILRPNEKKCQPQETCNLPRLVQVCGRTQEAVEILIEESRKHGGCSPFLSLLSDISAVPVSSMPYRGYTLVGTESDITEIQQVQASGRPLWYICSGMGT.... The pIC50 is 5.0. (3) The compound is CCCCc1c(-c2ccc(O)cc2)n(C)c2nccnc12. The target protein (P00546) has sequence MSGELANYKRLEKVGEGTYGVVYKALDLRPGQGQRVVALKKIRLESEDEGVPSTAIREISLLKELKDDNIVRLYDIVHSDAHKLYLVFEFLDLDLKRYMEGIPKDQPLGADIVKKFMMQLCKGIAYCHSHRILHRDLKPQNLLINKDGNLKLGDFGLARAFGVPLRAYTHEIVTLWYRAPEVLLGGKQYSTGVDTWSIGCIFAEMCNRKPIFSGDSEIDQIFKIFRVLGTPNEAIWPDIVYLPDFKPSFPQWRRKDLSQVVPSLDPRGIDLLDKLLAYDPINRISARRAAIHPYFQES. The pIC50 is 4.5. (4) The compound is O=C(Nc1cccc2cccnc12)c1ccc(N2C(=O)[C@H]3[C@H]4C=C[C@H](C4)[C@H]3C2=O)cc1. The target protein (Q6PFX9) has sequence MAASRRSQHHHHHHQQQLQPAPGASAPPPPPPPPLSPGLAPGPTPASPTAGGLAPFASPRHGLALPEGDGSRDPPDRPRSPDPVDGAVCTVAAPAAVPAASAAVGVAPTPAGGGGGGGNNSASSASSPTSSSSSSPSSPGSSLAESPEAAGVGSTATLGAGAAGLGPGVPAVSGALRELLEACRNGDVSRVKRLVDAANVNAKDMAGRKSSPLHFAAGFGRKDVVEHLLQMGANVHARDDGGLIPLHNACSFGHAEVVSLLLCQGADPNARDNWNYTPLHEAAIKGKIDVCIVLLQHGADPNIRNTDGKSALDLADPSAKAVLTGEYKKDELLEAARSGNEEKLMALLTPLNVNCHASDGRKSTPLHLAAGYNRVRIVQLLLQHGADVHAKDKGGLVPLHNACSYGHYEVTELLLKHGACVNAMDLWQFTPLHEAASKNRVEVCSLLLSHGADPTLVNCHGKSAVDMAPTPELRERLTYEFKGHSLLQAAREADLAKVKK.... The pIC50 is 6.9. (5) The small molecule is CC(C)[C@H](NC(=O)[C@H](C)NC(=O)[C@@H](NC(=O)c1ccnc2ccccc12)C(C)(C)C)C(=O)C(=O)NC1CCCCC1. The pIC50 is 7.9. The target protein (P08176) has sequence MKIVLAIASLLALSAVYARPSSIKTFEEYKKAFNKSYATFEDEEAARKNFLESVKYVQSNGGAINHLSDLSLDEFKNRFLMSAEAFEHLKTQFDLNAETNACSINGNAPAEIDLRQMRTVTPIRMQGGCGSCWAFSGVAATESAYLAYRNQSLDLAEQELVDCASQHGCHGDTIPRGIEYIQHNGVVQESYYRYVAREQSCRRPNAQRFGISNYCQIYPPNVNKIREALAQTHSAIAVIIGIKDLDAFRHYDGRTIIQRDNGYQPNYHAVNIVGYSNAQGVDYWIVRNSWDTNWGDNGYGYFAANIDLMMIEEYPYVVIL. (6) The compound is COc1ccc(/C=C/C(=O)/C(=N/Nc2ccc(S(N)(=O)=O)cc2)N2CCOCC2)cc1OC. The target protein (P21588) has sequence MRPAAATAPKWLLLALSALLPLWPTAKSWELTIMHTNDVHSRLEQTSDDSTKCLNASLCVGGVARLFTKVQQIRKEEPNVLLLDAGDQYQGTIWFTVYKGLEVAHFMNLLGYDAMALGNHEFDNGVEGLIDPLLRNVKFPILSANIKARGPLAPQISGLYLPYKVLSVGGEVVGIVGYTSKETPFLSNPGTNLVFEDEVTALQPEVDKLKTLNVNKIIALGHSGFEMDKLIAQKVRGVDVVVGGHTNTFLYTGNPPSKEVPAGKYPFIVTSDDGRKVPVVQAYAFGKYLGYLKVEFDDKGNVVTSYGNPILLNSTIREDAAIKADINQWRIKLDNYSTQELGRTIVYLNGSAQECRFRECNMGNLICDAMINNNLRHPDEMFWNHVSMCIVNGGGIRSPIDERNNGTITWENLAAVLPFGGTFDLVQLKGSTLKKAFEHSVHRYGQSTGEFLQVGGIHVVYDISRKPWDRVVQLKVLCTKCRVPIYEPLEMDKVYKVVLP.... The pIC50 is 5.1. (7) The small molecule is CN[C@@H]1C[C@H]2O[C@@](C)([C@@H]1OC)n1c3ccccc3c3c4c(c5c6ccccc6n2c5c31)C(=O)NC4. The target protein sequence is MGNAAAAKKGSEQESVKEFLAKAKEDFLKKWENPAQNTAHLDQFERIKTIGTGSFGRVMLVKHMETGNHYAMKILDKQKVVKLKQIEHTLNEKRILQAVNFPFLVKLEFSFKDNSNLYMVMEYMPGGEMFSHLRRIGRFSEPHARFYAAQIVLTFEYLHSLDLIYRDLKPENLLIDQQGYIKVADFGFAKRVKGRTWTLCGTPEYLAPEIILSKGYNKAVDWWALGVLIYEMAAGYPPFFADQPIQIYEKIVSGKVRFPSHFSSDLKDLLRNLLQVDLTKRFGNLKNGVNDIKNHKWFATTDWIAIYQRKVEAPFIPKFKGPGDTSNFDDYEEEEIRVSINEKCGKEFSEF. The pIC50 is 7.3. (8) The compound is CCCNC(=O)c1ccc(-n2c(C)cc3ccccc32)s1. The target protein sequence is MLRHSCLREKGNLIGGSLLRGISAQLRAAGGGTFRSFHSYRSFCSFCIFRRANKADANWYGCFPGHVAGGATCGPLRGDCAERHKLMAHVRRFSGESTRAKGGDKREGDIEGNRTNGSDKTKQLEEEMKKLNEQIAREKGNHKKALLFIFTCVVALYMYFESYDPEFFLYDVFLKMLLKYVDGETCHELFLLMGKYKLLPYDTGKDNIYSCSEIKGLNFINPFGVAAGFDKNGVCIDGILKLGFSFIEIGTITPKAQKGNERPRIFRDLETRSIINSCGFNNMGCDEVCKNLKRFRERQKTDKLLQRHLVGVSLGKNKDSPDILQDLSYCIGKIGRYADYIAINVSSPNTPGLRDHQKGERLHGIIQRVKEEVAKLDGGGAPLGGATTGGAAMGGATTGEAVVGKAPPDEAATGGEPWANTTKRRPLIFVKLAPDLEEGERKSIANVLLNAEVDGMIICNTTTQKFNIKSFEDKKGGVSGEKLKGVSTHMISQMYNYTNG.... The pIC50 is 6.4. (9) The small molecule is CC[C@H]1[C@H](c2nccs2)OC(=O)N1c1cc(-c2cnc(N)nc2C(F)(F)F)nc(N2CCOCC2)n1. The target protein (A0A0G2K344) has sequence MPPRPSSGELWGIHLMPPRILVECLLPNGMIVTLECLREATLVTIKHELFKEARKYPLHQLLQDESSYIFVSVTQEAEREEFFDETRRLCDLRLFQPFLKVIEPVGNREEKILNREIGFVIGMPVCEFDMVKDPEVQDFRRNILNVCKEAVDLRDLNSPHSRAMYVYPPNVESSPELPKHIYNKLDKGQIIVVIWVIVSPNNDKQKYTLKINHDCVPEQVIAEAIRKKTRSMLLSSEQLKLCVLEYQGKYILKVCGCDEYFLEKYPLSQYKYIRSCIMLGRMPNLMLMAKESLYSQLPIDSFTMPSYSRRISTATPYMNGETATKSLWVINSALRIKILCATYVNVNIRDIDKIYVRTGIYHGGEPLCDNVNTQRVPCSNPRWNEWLNYDIYIPDLPRAARLCLSICSVKGRKGAKEEHCPLAWGNINLFDYTDTLVSGKMALNLWPVPHGLEDLLNPIGVTGSNPNKETPCLELEFDWFSSVVKFPDMSVIEEHANWSV.... The pIC50 is 6.3.